Regression. Given a peptide amino acid sequence and an MHC pseudo amino acid sequence, predict their binding affinity value. This is MHC class I binding data. From a dataset of Peptide-MHC class I binding affinity with 185,985 pairs from IEDB/IMGT. The peptide sequence is YSQGAFTPL. The MHC is HLA-B53:01 with pseudo-sequence HLA-B53:01. The binding affinity (normalized) is 0.213.